From a dataset of Reaction yield outcomes from USPTO patents with 853,638 reactions. Predict the reaction yield, written as a fraction of the theoretical maximum amount of product (1.0 means a 100% yield; for example, 0.34 means a 34% yield). The product is [Cl:1][C:2]1[C:7]([C:8]([F:10])([F:11])[F:9])=[CH:6][CH:5]=[CH:4][C:3]=1[C:12]([N:14]1[CH2:19][CH2:18][C:17]2=[C:20]([C:34]3[CH:33]=[CH:32][C:31]([F:30])=[CH:36][N:35]=3)[NH:21][N:22]=[C:16]2[CH2:15]1)=[O:13]. The yield is 0.0600. The catalyst is CN(C=O)C.O.C(=O)([O-])[O-].[Na+].[Na+].[Cu](Cl)Cl.C([O-])(=O)C.[Pd+2].C([O-])(=O)C.C1(P(C2C=CC=CC=2)[C-]2C=CC=C2)C=CC=CC=1.[C-]1(P(C2C=CC=CC=2)C2C=CC=CC=2)C=CC=C1.[Fe+2]. The reactants are [Cl:1][C:2]1[C:7]([C:8]([F:11])([F:10])[F:9])=[CH:6][CH:5]=[CH:4][C:3]=1[C:12]([N:14]1[CH2:19][CH2:18][C:17]2[C:20](I)=[N:21][N:22](C3CCCCO3)[C:16]=2[CH2:15]1)=[O:13].[F:30][C:31]1[CH:32]=[CH:33][C:34](B2OC(C)(C)C(C)(C)O2)=[N:35][CH:36]=1.C(=O)([O-])[O-].[Cs+].[Cs+].C([SiH](CC)CC)C.C(O)(C(F)(F)F)=O.